This data is from NCI-60 drug combinations with 297,098 pairs across 59 cell lines. The task is: Regression. Given two drug SMILES strings and cell line genomic features, predict the synergy score measuring deviation from expected non-interaction effect. (1) Cell line: SNB-19. Synergy scores: CSS=39.7, Synergy_ZIP=3.91, Synergy_Bliss=1.81, Synergy_Loewe=-28.1, Synergy_HSA=2.99. Drug 1: C1CN(P(=O)(OC1)NCCCl)CCCl. Drug 2: CC1CCCC2(C(O2)CC(NC(=O)CC(C(C(=O)C(C1O)C)(C)C)O)C(=CC3=CSC(=N3)C)C)C. (2) Drug 1: CC1C(C(CC(O1)OC2CC(CC3=C2C(=C4C(=C3O)C(=O)C5=C(C4=O)C(=CC=C5)OC)O)(C(=O)CO)O)N)O.Cl. Drug 2: C1CCN(CC1)CCOC2=CC=C(C=C2)C(=O)C3=C(SC4=C3C=CC(=C4)O)C5=CC=C(C=C5)O. Cell line: KM12. Synergy scores: CSS=5.71, Synergy_ZIP=1.21, Synergy_Bliss=4.47, Synergy_Loewe=2.12, Synergy_HSA=3.44. (3) Drug 1: CC1C(C(CC(O1)OC2CC(OC(C2O)C)OC3=CC4=CC5=C(C(=O)C(C(C5)C(C(=O)C(C(C)O)O)OC)OC6CC(C(C(O6)C)O)OC7CC(C(C(O7)C)O)OC8CC(C(C(O8)C)O)(C)O)C(=C4C(=C3C)O)O)O)O. Drug 2: CCC1(C2=C(COC1=O)C(=O)N3CC4=CC5=C(C=CC(=C5CN(C)C)O)N=C4C3=C2)O.Cl. Cell line: NCIH23. Synergy scores: CSS=46.4, Synergy_ZIP=1.90, Synergy_Bliss=3.59, Synergy_Loewe=-5.26, Synergy_HSA=1.19. (4) Drug 1: CC12CCC3C(C1CCC2O)C(CC4=C3C=CC(=C4)O)CCCCCCCCCS(=O)CCCC(C(F)(F)F)(F)F. Drug 2: CC1CCCC2(C(O2)CC(NC(=O)CC(C(C(=O)C(C1O)C)(C)C)O)C(=CC3=CSC(=N3)C)C)C. Cell line: KM12. Synergy scores: CSS=50.8, Synergy_ZIP=5.35, Synergy_Bliss=2.72, Synergy_Loewe=-22.0, Synergy_HSA=5.10. (5) Drug 1: CN1C(=O)N2C=NC(=C2N=N1)C(=O)N. Drug 2: CC1=C(C=C(C=C1)NC(=O)C2=CC=C(C=C2)CN3CCN(CC3)C)NC4=NC=CC(=N4)C5=CN=CC=C5. Cell line: M14. Synergy scores: CSS=-10.1, Synergy_ZIP=8.39, Synergy_Bliss=6.66, Synergy_Loewe=-0.0928, Synergy_HSA=-4.27.